Dataset: Forward reaction prediction with 1.9M reactions from USPTO patents (1976-2016). Task: Predict the product of the given reaction. (1) Given the reactants Cl[C:2]1[C:3]2[S:10][CH:9]=[CH:8][C:4]=2[N:5]=[CH:6][N:7]=1.[CH3:11][O:12][C:13]1[CH:19]=[CH:18][C:17]([O:20][CH3:21])=[CH:16][C:14]=1[NH2:15], predict the reaction product. The product is: [CH3:11][O:12][C:13]1[CH:19]=[CH:18][C:17]([O:20][CH3:21])=[CH:16][C:14]=1[NH:15][C:2]1[C:3]2[S:10][CH:9]=[CH:8][C:4]=2[N:5]=[CH:6][N:7]=1. (2) Given the reactants [Cl:1][C:2]1[CH:11]=[C:10]([C:12](=O)[CH3:13])[C:9]([C:15]2[CH:20]=[CH:19][CH:18]=[C:17]([F:21])[CH:16]=2)=[C:8]2[C:3]=1[CH:4]=[CH:5][CH:6]=[N:7]2.C([O-])(=O)C.[NH4+].C([BH3-])#[N:28].[Na+], predict the reaction product. The product is: [Cl:1][C:2]1[CH:11]=[C:10]([CH:12]([NH2:28])[CH3:13])[C:9]([C:15]2[CH:20]=[CH:19][CH:18]=[C:17]([F:21])[CH:16]=2)=[C:8]2[C:3]=1[CH:4]=[CH:5][CH:6]=[N:7]2. (3) Given the reactants Cl[C:2]1[CH:7]=[CH:6][CH:5]=[C:4](/[CH:8]=[CH:9]/[CH2:10][P:11]([O:16][CH2:17][CH3:18])([O:13][CH2:14][CH3:15])=[O:12])[CH:3]=1.[Cl:19]C1C=C(I)C=CC=1, predict the reaction product. The product is: [Cl:19][C:5]1[CH:6]=[CH:7][CH:2]=[CH:3][C:4]=1/[CH:8]=[CH:9]/[CH2:10][P:11]([O:16][CH2:17][CH3:18])([O:13][CH2:14][CH3:15])=[O:12].